From a dataset of Peptide-MHC class II binding affinity with 134,281 pairs from IEDB. Regression. Given a peptide amino acid sequence and an MHC pseudo amino acid sequence, predict their binding affinity value. This is MHC class II binding data. (1) The peptide sequence is KMIGGIGGFVKVRQYDQILI. The MHC is HLA-DQA10501-DQB10201 with pseudo-sequence HLA-DQA10501-DQB10201. The binding affinity (normalized) is 0.212. (2) The peptide sequence is QLYSKFLLKAEPLAF. The MHC is DRB1_1201 with pseudo-sequence DRB1_1201. The binding affinity (normalized) is 0.459. (3) The peptide sequence is YQVTYIVRGSGRVQV. The MHC is DRB1_0101 with pseudo-sequence DRB1_0101. The binding affinity (normalized) is 0.436. (4) The binding affinity (normalized) is 0.574. The peptide sequence is AGLTHMMIWHSNLND. The MHC is DRB1_1501 with pseudo-sequence DRB1_1501. (5) The peptide sequence is PAYEKLSAEQSP. The MHC is DRB1_0101 with pseudo-sequence DRB1_0101. The binding affinity (normalized) is 0.553. (6) The peptide sequence is DCLLCAYSIEFGTNISKEHD. The MHC is HLA-DQA10501-DQB10301 with pseudo-sequence HLA-DQA10501-DQB10301. The binding affinity (normalized) is 0.459. (7) The peptide sequence is YKLIDNSLILLECFV. The MHC is DRB1_0401 with pseudo-sequence DRB1_0401. The binding affinity (normalized) is 0. (8) The MHC is HLA-DPA10103-DPB10401 with pseudo-sequence HLA-DPA10103-DPB10401. The binding affinity (normalized) is 0.134. The peptide sequence is ATATAGTTVYGAFAA. (9) The peptide sequence is VKFHTQAFSAHGSGR. The MHC is HLA-DQA10201-DQB10303 with pseudo-sequence HLA-DQA10201-DQB10303. The binding affinity (normalized) is 0.586.